Dataset: Full USPTO retrosynthesis dataset with 1.9M reactions from patents (1976-2016). Task: Predict the reactants needed to synthesize the given product. (1) Given the product [Br:21][CH2:22][C:23]([C:17]1[CH:18]=[CH:19][C:14]([Br:13])=[C:15]([Br:20])[CH:16]=1)=[O:24], predict the reactants needed to synthesize it. The reactants are: BrC1SC(Cl)=C(Cl)C=1C(=O)CCl.[Br:13][C:14]1[CH:19]=[CH:18][CH:17]=[CH:16][C:15]=1[Br:20].[Br:21][CH2:22][C:23](Br)=[O:24]. (2) Given the product [CH2:19]([O:18][C:16](=[O:17])[CH2:15][N:7]1[CH2:13][CH2:12][CH2:11][NH:10][CH2:9][CH2:8]1)[CH3:20], predict the reactants needed to synthesize it. The reactants are: C(=O)([O-])[O-].[Na+].[Na+].[NH:7]1[CH2:13][CH2:12][CH2:11][NH:10][CH2:9][CH2:8]1.Br[CH2:15][C:16]([O:18][CH2:19][CH3:20])=[O:17]. (3) Given the product [CH3:11][N:9]1[C:10]2[C:6](=[CH:5][CH:4]=[CH:3][C:2]=2[NH:1][C:13]2[C:21]([N+:22]([O-:24])=[O:23])=[CH:20][CH:19]=[CH:18][C:14]=2[C:15]([OH:17])=[O:16])[CH:7]=[N:8]1, predict the reactants needed to synthesize it. The reactants are: [NH2:1][C:2]1[CH:3]=[CH:4][CH:5]=[C:6]2[C:10]=1[N:9]([CH3:11])[N:8]=[CH:7]2.I[C:13]1[C:21]([N+:22]([O-:24])=[O:23])=[CH:20][CH:19]=[CH:18][C:14]=1[C:15]([OH:17])=[O:16].